This data is from Full USPTO retrosynthesis dataset with 1.9M reactions from patents (1976-2016). The task is: Predict the reactants needed to synthesize the given product. Given the product [Br:17][C:16]1[CH:15]=[CH:14][CH:13]=[C:3]2[C:2]=1[NH:1][C:19](=[O:21])[N:6]([CH2:7][CH2:8][S:9]([CH3:12])(=[O:11])=[O:10])[C:4]2=[O:5], predict the reactants needed to synthesize it. The reactants are: [NH2:1][C:2]1[C:16]([Br:17])=[CH:15][CH:14]=[CH:13][C:3]=1[C:4]([NH:6][CH2:7][CH2:8][S:9]([CH3:12])(=[O:11])=[O:10])=[O:5].Cl[C:19](Cl)([O:21]C(=O)OC(Cl)(Cl)Cl)Cl.